From a dataset of Peptide-MHC class I binding affinity with 185,985 pairs from IEDB/IMGT. Regression. Given a peptide amino acid sequence and an MHC pseudo amino acid sequence, predict their binding affinity value. This is MHC class I binding data. (1) The peptide sequence is MMHASTSPF. The MHC is HLA-A32:15 with pseudo-sequence HLA-A32:15. The binding affinity (normalized) is 0.686. (2) The binding affinity (normalized) is 0. The MHC is HLA-A24:02 with pseudo-sequence HLA-A24:02. The peptide sequence is AIIRILQQL.